From a dataset of Forward reaction prediction with 1.9M reactions from USPTO patents (1976-2016). Predict the product of the given reaction. (1) Given the reactants C1N=C(N)C2N=CN([C@@H]3O[C@H](COP(OP(OC[C@H]4O[C@@H:29]([N:31]5[CH:36]=[C:35]([C:37](N)=O)[CH2:34][CH:33]=[CH:32]5)[C@H:28](O)[C@@H:27]4O)(O)=O)(O)=O)[C@@H](O)[C@H]3O)C=2N=1.C1N=C(N)C2N=CN([C@@H]3[O:58][C@H](COP(OP(OC[C@H]4O[C@@H](N5C=C(C(N)=O)CC=C5)[C@H](O)[C@@H]4O)(O)=O)(O)=O)[C@@H](O)[C@H]3OP(O)(O)=O)C=2N=1.[NH2:93][C@H:94]([C:100]([O-:102])=[O:101])[CH2:95][CH2:96][C:97]([O-:99])=[O:98], predict the reaction product. The product is: [CH:32]1[CH:33]=[C:34]2[C:35]([CH2:37][C@@:96]([OH:58])([C:97]([OH:99])=[O:98])[CH2:95][C@H:94]([NH2:93])[C:100]([OH:102])=[O:101])=[CH:36][NH:31][C:29]2=[CH:28][CH:27]=1. (2) Given the reactants [C:1]([CH:3]1[CH2:6][C:5]2([CH2:11][CH2:10][N:9]([C:12]([O:14][C:15]([CH3:18])([CH3:17])[CH3:16])=[O:13])[CH2:8][CH2:7]2)[CH2:4]1)#[N:2].Cl.[NH2:20][OH:21].C(N(CC)CC)C, predict the reaction product. The product is: [NH2:2][C:1](=[N:20][OH:21])[CH:3]1[CH2:4][C:5]2([CH2:7][CH2:8][N:9]([C:12]([O:14][C:15]([CH3:18])([CH3:17])[CH3:16])=[O:13])[CH2:10][CH2:11]2)[CH2:6]1.